Task: Predict the reactants needed to synthesize the given product.. Dataset: Full USPTO retrosynthesis dataset with 1.9M reactions from patents (1976-2016) (1) The reactants are: [Si:1]([O-])([O-:4])([O-:3])[O-:2].[Na+:6].[Na+].[Na+].[Na+].[Si:10](O)([OH:13])([OH:12])[OH:11].O=[Al-:16]=O.[Na+].[OH-].[Na+]. Given the product [O-:3][Si:1]([O-:4])=[O:2].[O-:12][Si:10]([O-:13])=[O:11].[Na+:6].[Al+3:16], predict the reactants needed to synthesize it. (2) Given the product [F:29][C:30]1[CH:37]=[CH:36][C:33]([CH2:34][C@H:13]2[C:12](=[O:11])[N:16]([C:17]([O:19][C:20]([CH3:23])([CH3:22])[CH3:21])=[O:18])[C@H:15]([C:24]([O:26][CH2:27][CH3:28])=[O:25])[CH2:14]2)=[CH:32][CH:31]=1, predict the reactants needed to synthesize it. The reactants are: [Li+].C[Si]([N-][Si](C)(C)C)(C)C.[O:11]=[C:12]1[N:16]([C:17]([O:19][C:20]([CH3:23])([CH3:22])[CH3:21])=[O:18])[C@H:15]([C:24]([O:26][CH2:27][CH3:28])=[O:25])[CH2:14][CH2:13]1.[F:29][C:30]1[CH:37]=[CH:36][C:33]([CH2:34]Br)=[CH:32][CH:31]=1. (3) Given the product [C:1]([C:3]1[N:7]([CH:8]2[CH2:13][CH2:12][N:11]([C:14]([O:16][CH:17]([CH3:19])[CH3:18])=[O:15])[CH2:10][CH2:9]2)[N:6]=[CH:5][C:4]=1[CH2:20][O:21][C:24]1[CH:25]=[CH:26][C:27]([C:29]2[N:33]([CH2:34][O:35][CH2:36][CH2:37][Si:38]([CH3:40])([CH3:39])[CH3:41])[N:32]=[N:31][N:30]=2)=[CH:28][C:23]=1[F:22])#[N:2].[C:1]([C:3]1[N:7]([CH:8]2[CH2:9][CH2:10][N:11]([C:14]([O:16][CH:17]([CH3:18])[CH3:19])=[O:15])[CH2:12][CH2:13]2)[N:6]=[CH:5][C:4]=1[CH2:20][O:63][C:45]1[CH:46]=[CH:47][C:48]([C:50]2[N:51]=[N:52][N:53]([CH2:55][O:56][CH2:57][CH2:58][Si:59]([CH3:60])([CH3:62])[CH3:61])[N:54]=2)=[CH:49][C:44]=1[F:43])#[N:2], predict the reactants needed to synthesize it. The reactants are: [C:1]([C:3]1[N:7]([CH:8]2[CH2:13][CH2:12][N:11]([C:14]([O:16][CH:17]([CH3:19])[CH3:18])=[O:15])[CH2:10][CH2:9]2)[N:6]=[CH:5][C:4]=1[CH2:20][OH:21])#[N:2].[F:22][C:23]1[CH:28]=[C:27]([C:29]2[N:33]([CH2:34][O:35][CH2:36][CH2:37][Si:38]([CH3:41])([CH3:40])[CH3:39])[N:32]=[N:31][N:30]=2)[CH:26]=[CH:25][C:24]=1O.[F:43][C:44]1[CH:49]=[C:48]([C:50]2[N:51]=[N:52][N:53]([CH2:55][O:56][CH2:57][CH2:58][Si:59]([CH3:62])([CH3:61])[CH3:60])[N:54]=2)[CH:47]=[CH:46][C:45]=1[OH:63].C1(P(C2C=CC=CC=2)C2C=CC=CC=2)C=CC=CC=1.N(C(OCC)=O)=NC(OCC)=O. (4) The reactants are: Cl[C:2]1[C:3]([N+:22]([O-:24])=[O:23])=[CH:4][C:5]2[O:10][C:9]([CH3:12])([CH3:11])[C:8](=[O:13])[N:7]([C:14]3[CH:19]=[CH:18][C:17]([F:20])=[CH:16][CH:15]=3)[C:6]=2[CH:21]=1.[C:25](=O)([O-])[O-:26].[Cs+].[Cs+].CO.C1(C)C=CC=CC=1. Given the product [F:20][C:17]1[CH:18]=[CH:19][C:14]([N:7]2[C:6]3[CH:21]=[C:2]([O:26][CH3:25])[C:3]([N+:22]([O-:24])=[O:23])=[CH:4][C:5]=3[O:10][C:9]([CH3:12])([CH3:11])[C:8]2=[O:13])=[CH:15][CH:16]=1, predict the reactants needed to synthesize it.